Dataset: Reaction yield outcomes from USPTO patents with 853,638 reactions. Task: Predict the reaction yield, written as a fraction of the theoretical maximum amount of product (1.0 means a 100% yield; for example, 0.34 means a 34% yield). (1) The reactants are [F:1][C:2]([F:16])([CH2:12][CH2:13][CH2:14][CH3:15])[C:3](=[O:11])[CH2:4]P(=O)(OC)OC.[H-].[Li+].[O:19]=[C:20]1[O:24][C@H:23]2[CH2:25][C@@H:26]([O:30][C:31]([C:33]3[CH:38]=[CH:37][CH:36]=[CH:35][CH:34]=3)=[O:32])[C@H:27]([CH:28]=O)[C@H:22]2[CH2:21]1.O. The catalyst is COC(C)(C)C. The product is [F:16][C:2]([F:1])([CH2:12][CH2:13][CH2:14][CH3:15])[C:3](=[O:11])/[CH:4]=[CH:28]/[C@@H:27]1[C@@H:22]2[C@@H:23]([O:24][C:20](=[O:19])[CH2:21]2)[CH2:25][C@H:26]1[O:30][C:31]([C:33]1[CH:38]=[CH:37][CH:36]=[CH:35][CH:34]=1)=[O:32]. The yield is 0.0480. (2) The reactants are [CH3:1][O:2][C:3](=[O:18])[C:4]1[CH:9]=[C:8]([NH:10][C:11](=[O:16])[CH2:12][CH2:13][CH2:14]Cl)[CH:7]=[C:6]([Br:17])[CH:5]=1.[H-].[Na+].O. The catalyst is C1COCC1.CCOC(C)=O. The product is [CH3:1][O:2][C:3](=[O:18])[C:4]1[CH:9]=[C:8]([N:10]2[CH2:14][CH2:13][CH2:12][C:11]2=[O:16])[CH:7]=[C:6]([Br:17])[CH:5]=1. The yield is 0.760. (3) The reactants are [NH2:1][C:2]1[S:3][C:4]([C:12]2[CH:17]=[CH:16][C:15]([F:18])=[CH:14][CH:13]=2)=[CH:5][C:6]=1[C:7]([O:9]CC)=O.[C:19](#[N:26])[C:20]1[CH:25]=[CH:24][CH:23]=[CH:22][CH:21]=1.Cl. The catalyst is O1CCOCC1. The product is [F:18][C:15]1[CH:14]=[CH:13][C:12]([C:4]2[S:3][C:2]3[N:1]=[C:19]([C:20]4[CH:25]=[CH:24][CH:23]=[CH:22][CH:21]=4)[NH:26][C:7](=[O:9])[C:6]=3[CH:5]=2)=[CH:17][CH:16]=1. The yield is 0.820. (4) The reactants are [O:1]=[S:2]1(=[O:28])[CH2:7][CH2:6][N:5]([CH2:8][CH2:9][N:10]([CH2:23][CH2:24][CH2:25][O:26][CH3:27])S(C2C=CC=CC=2[N+]([O-])=O)(=O)=O)[CH2:4][CH2:3]1.C1(S)C=CC=CC=1.C(=O)([O-])[O-].[K+].[K+]. The catalyst is C(#N)C.C(OCC)(=O)C. The product is [O:28]=[S:2]1(=[O:1])[CH2:3][CH2:4][N:5]([CH2:8][CH2:9][NH:10][CH2:23][CH2:24][CH2:25][O:26][CH3:27])[CH2:6][CH2:7]1. The yield is 0.870. (5) The catalyst is [Fe].CCO.O. The product is [CH2:1]([O:3][C:4]1[N:9]=[C:8]([CH2:10][N:11]2[C:19]3[CH:18]=[CH:17][CH:16]=[C:15]([NH2:20])[C:14]=3[C:13]([CH3:23])=[N:12]2)[CH:7]=[CH:6][CH:5]=1)[CH3:2]. The reactants are [CH2:1]([O:3][C:4]1[N:9]=[C:8]([CH2:10][N:11]2[C:19]3[C:14](=[C:15]([N+:20]([O-])=O)[CH:16]=[CH:17][CH:18]=3)[C:13]([CH3:23])=[N:12]2)[CH:7]=[CH:6][CH:5]=1)[CH3:2].[Cl-].[NH4+]. The yield is 0.710. (6) The reactants are [F:1][C:2]([F:38])([F:37])[C:3]1[CH:4]=[C:5]([CH:30]=[C:31]([C:33]([F:36])([F:35])[F:34])[CH:32]=1)[CH2:6][N:7]([CH3:29])[C:8](=[O:28])[C:9]1[C:14]([C:15]2[CH:20]=[CH:19][CH:18]=[CH:17][C:16]=2[CH3:21])=[CH:13][C:12]([C:22]#[C:23][Si](C)(C)C)=[N:11][CH:10]=1.[OH-].[K+].[Cl-].[NH4+]. The catalyst is CO. The product is [F:35][C:33]([F:34])([F:36])[C:31]1[CH:30]=[C:5]([CH:4]=[C:3]([C:2]([F:38])([F:37])[F:1])[CH:32]=1)[CH2:6][N:7]([CH3:29])[C:8](=[O:28])[C:9]1[C:14]([C:15]2[CH:20]=[CH:19][CH:18]=[CH:17][C:16]=2[CH3:21])=[CH:13][C:12]([C:22]#[CH:23])=[N:11][CH:10]=1. The yield is 0.780. (7) The reactants are [CH3:1][C:2]([O:4][C:5]([CH3:7])=[O:6])=O.[CH2:8]1[C:16]2[C:11](=[CH:12][CH:13]=[CH:14][CH:15]=2)[CH2:10][CH:9]1CCO.N1C=CC=CC=1.O. The catalyst is C(Cl)Cl.CN(C1C=CN=CC=1)C. The product is [C:5]([O:4][CH2:2][CH2:1][CH:9]1[CH2:8][C:16]2[C:11](=[CH:12][CH:13]=[CH:14][CH:15]=2)[CH2:10]1)(=[O:6])[CH3:7]. The yield is 0.990. (8) The reactants are C(OC(=O)[NH:6][C:7]1[CH:12]=[CH:11][CH:10]=[C:9]([C:13]2[N:14]=[C:15]([CH:25]([CH3:27])[CH3:26])[S:16][C:17]=2[C:18]2[CH:23]=[CH:22][N:21]=[C:20]([Cl:24])[N:19]=2)[C:8]=1[O:28][CH3:29])C=C.C(O)(=O)C.C([SnH](CCCC)CCCC)CCC. The catalyst is C(Cl)Cl.Cl[Pd](Cl)([P](C1C=CC=CC=1)(C1C=CC=CC=1)C1C=CC=CC=1)[P](C1C=CC=CC=1)(C1C=CC=CC=1)C1C=CC=CC=1. The yield is 0.608. The product is [Cl:24][C:20]1[N:19]=[C:18]([C:17]2[S:16][C:15]([CH:25]([CH3:27])[CH3:26])=[N:14][C:13]=2[C:9]2[C:8]([O:28][CH3:29])=[C:7]([CH:12]=[CH:11][CH:10]=2)[NH2:6])[CH:23]=[CH:22][N:21]=1.